From a dataset of Forward reaction prediction with 1.9M reactions from USPTO patents (1976-2016). Predict the product of the given reaction. (1) Given the reactants Br[C:2]1[CH:29]=[C:28]([CH3:30])[C:5]([C:6]([N:8]2[C:16]3[C:11](=[N:12][CH:13]=[CH:14][CH:15]=3)[C:10]([C:17]3[CH:26]=[CH:25][C:20]([C:21]([O:23][CH3:24])=[O:22])=[CH:19][C:18]=3[F:27])=[N:9]2)=[O:7])=[C:4]([Cl:31])[CH:3]=1.C(O[Na])(C)(C)C.[NH:38]1[CH2:43][CH2:42][O:41][CH2:40][CH2:39]1.Cl, predict the reaction product. The product is: [Cl:31][C:4]1[CH:3]=[C:2]([N:38]2[CH2:43][CH2:42][O:41][CH2:40][CH2:39]2)[CH:29]=[C:28]([CH3:30])[C:5]=1[C:6]([N:8]1[C:16]2[C:11](=[N:12][CH:13]=[CH:14][CH:15]=2)[C:10]([C:17]2[CH:26]=[CH:25][C:20]([C:21]([O:23][CH3:24])=[O:22])=[CH:19][C:18]=2[F:27])=[N:9]1)=[O:7]. (2) Given the reactants [CH:1]1([C:4]2[C:5]([O:21][C@@H:22]([CH3:27])[C:23]([F:26])([F:25])[F:24])=[CH:6][C:7]([C:10]([NH:12][CH:13]([C:17]([CH3:20])([CH3:19])[CH3:18])[C:14]([OH:16])=O)=[O:11])=[N:8][CH:9]=2)[CH2:3][CH2:2]1.[NH:28]1[CH2:31][CH2:30][CH2:29]1, predict the reaction product. The product is: [N:28]1([C:14](=[O:16])[CH:13]([NH:12][C:10]([C:7]2[CH:6]=[C:5]([O:21][C@@H:22]([CH3:27])[C:23]([F:24])([F:26])[F:25])[C:4]([CH:1]3[CH2:3][CH2:2]3)=[CH:9][N:8]=2)=[O:11])[C:17]([CH3:18])([CH3:19])[CH3:20])[CH2:31][CH2:30][CH2:29]1. (3) Given the reactants Cl[C:2](=[CH2:5])[C:3]#[N:4].Cl.[CH:7]([NH:10][NH2:11])([CH3:9])[CH3:8].C([O-])([O-])=O.[K+].[K+], predict the reaction product. The product is: [CH:7]([N:10]1[CH:5]=[CH:2][C:3]([NH2:4])=[N:11]1)([CH3:9])[CH3:8]. (4) Given the reactants [CH3:1][N:2]([CH3:16])[C@H:3]1[C@H:7]([OH:8])[CH2:6][N:5]([C:9]([O:11][C:12]([CH3:15])([CH3:14])[CH3:13])=[O:10])[CH2:4]1.[H-].[Na+].I[CH3:20], predict the reaction product. The product is: [C:12]([O:11][C:9]([N:5]1[CH2:6][C@@H:7]([O:8][CH3:20])[C@H:3]([N:2]([CH3:16])[CH3:1])[CH2:4]1)=[O:10])([CH3:13])([CH3:15])[CH3:14]. (5) Given the reactants [CH3:1][N:2]1[C:10]2[C:5](=[CH:6][CH:7]=[CH:8][CH:9]=2)[C:4]([CH2:11][CH:12]([CH3:14])[CH3:13])=[C:3]1[C:15]([NH:17][C@H:18]([C:22]([NH:24][CH:25]([C:34](=[O:44])[CH2:35][O:36][C:37]1[CH:42]=[CH:41][C:40]([F:43])=[CH:39][CH:38]=1)[CH2:26][C:27]([O:29]C(C)(C)C)=[O:28])=[O:23])[CH:19]([CH3:21])[CH3:20])=[O:16].C(O)(C(F)(F)F)=O, predict the reaction product. The product is: [CH3:1][N:2]1[C:10]2[C:5](=[CH:6][CH:7]=[CH:8][CH:9]=2)[C:4]([CH2:11][CH:12]([CH3:14])[CH3:13])=[C:3]1[C:15]([NH:17][C@H:18]([C:22]([NH:24][CH:25]([C:34](=[O:44])[CH2:35][O:36][C:37]1[CH:42]=[CH:41][C:40]([F:43])=[CH:39][CH:38]=1)[CH2:26][C:27]([OH:29])=[O:28])=[O:23])[CH:19]([CH3:20])[CH3:21])=[O:16]. (6) Given the reactants [Br:1][C:2]1[CH:7]=[CH:6][CH:5]=[CH:4][CH:3]=1.Cl[C:9](=[O:15])[C:10]([O:12][CH2:13][CH3:14])=[O:11].[Cl-].[Cl-].[Cl-].[Al+3].Cl, predict the reaction product. The product is: [Br:1][C:2]1[CH:7]=[CH:6][C:5]([C:9](=[O:15])[C:10]([O:12][CH2:13][CH3:14])=[O:11])=[CH:4][CH:3]=1. (7) Given the reactants [Cl:1][C:2]1[CH:3]=[CH:4][C:5](COC2C=CC(F)=CC=2F)=[C:6]([CH:21]=1)[C:7]([NH:9][C@H:10]([C:12]1[CH:20]=[CH:19][C:15]([C:16]([OH:18])=[O:17])=[CH:14][CH:13]=1)[CH3:11])=[O:8].BrC[C:34]1[CH:39]=[C:38]([F:40])[CH:37]=[CH:36][C:35]=1[F:41].[C:42](=[O:45])([O-])[O-].[K+].[K+].O.[CH3:49]N(C)C=O, predict the reaction product. The product is: [Cl:1][C:2]1[CH:3]=[CH:4][C:5]([O:45][CH2:42][C:34]2[CH:39]=[C:38]([F:40])[CH:37]=[CH:36][C:35]=2[F:41])=[C:6]([CH:21]=1)[C:7]([NH:9][C@H:10]([C:12]1[CH:13]=[CH:14][C:15]([C:16]([O:18][CH3:49])=[O:17])=[CH:19][CH:20]=1)[CH3:11])=[O:8]. (8) Given the reactants C(O[C:6]([N:8]1[CH2:13][CH2:12][N:11]([C:14]2[C:15]3[N:24]=[C:23]([C:25]4[CH:30]=[CH:29][C:28]([F:31])=[CH:27][CH:26]=4)[CH:22]=[CH:21][C:16]=3[N:17]=[C:18]([NH2:20])[N:19]=2)[C@@H:10]([CH3:32])[CH2:9]1)=[O:7])(C)(C)C.[Cl:33][C:34]1[CH:44]=[CH:43][C:37]([O:38][CH2:39]C(Cl)=O)=[CH:36][CH:35]=1, predict the reaction product. The product is: [NH2:20][C:18]1[N:19]=[C:14]([N:11]2[CH2:12][CH2:13][N:8]([C:6](=[O:7])[CH2:39][O:38][C:37]3[CH:43]=[CH:44][C:34]([Cl:33])=[CH:35][CH:36]=3)[CH2:9][C@@H:10]2[CH3:32])[C:15]2[N:24]=[C:23]([C:25]3[CH:26]=[CH:27][C:28]([F:31])=[CH:29][CH:30]=3)[CH:22]=[CH:21][C:16]=2[N:17]=1. (9) Given the reactants [OH:1][C:2]1[CH:11]=[C:10]([C:12]([O:14][CH3:15])=[O:13])[CH:9]=[CH:8][C:3]=1[C:4]([O:6][CH3:7])=[O:5].O[CH2:17][CH2:18][NH:19][C:20](=[O:26])[O:21][C:22]([CH3:25])([CH3:24])[CH3:23].C1(P(C2C=CC=CC=2)C2C=CC=CC=2)C=CC=CC=1.CCOC(/N=N/C(OCC)=O)=O, predict the reaction product. The product is: [C:22]([O:21][C:20]([NH:19][CH2:18][CH2:17][O:1][C:2]1[CH:11]=[C:10]([C:12]([O:14][CH3:15])=[O:13])[CH:9]=[CH:8][C:3]=1[C:4]([O:6][CH3:7])=[O:5])=[O:26])([CH3:25])([CH3:24])[CH3:23].